This data is from Peptide-MHC class I binding affinity with 185,985 pairs from IEDB/IMGT. The task is: Regression. Given a peptide amino acid sequence and an MHC pseudo amino acid sequence, predict their binding affinity value. This is MHC class I binding data. (1) The peptide sequence is PSEDEQQGH. The MHC is HLA-A03:01 with pseudo-sequence HLA-A03:01. The binding affinity (normalized) is 0.0847. (2) The peptide sequence is WASRELERF. The MHC is HLA-B57:03 with pseudo-sequence HLA-B57:03. The binding affinity (normalized) is 0.523.